This data is from Merck oncology drug combination screen with 23,052 pairs across 39 cell lines. The task is: Regression. Given two drug SMILES strings and cell line genomic features, predict the synergy score measuring deviation from expected non-interaction effect. Drug 1: CN1C(=O)C=CC2(C)C3CCC4(C)C(NC(=O)OCC(F)(F)F)CCC4C3CCC12. Drug 2: CCc1c2c(nc3ccc(O)cc13)-c1cc3c(c(=O)n1C2)COC(=O)C3(O)CC. Cell line: UWB1289. Synergy scores: synergy=3.11.